Dataset: Forward reaction prediction with 1.9M reactions from USPTO patents (1976-2016). Task: Predict the product of the given reaction. (1) Given the reactants Cl[C:2]1[N:7]=[C:6]([C:8]2[N:9]([CH:14]([CH3:16])[CH3:15])[C:10]([CH3:13])=[N:11][CH:12]=2)[C:5]([F:17])=[CH:4][N:3]=1.[NH2:18][CH:19]1[CH2:24][CH2:23][N:22]([C:25]([O:27][C:28]([CH3:31])([CH3:30])[CH3:29])=[O:26])[CH2:21][CH2:20]1, predict the reaction product. The product is: [F:17][C:5]1[C:6]([C:8]2[N:9]([CH:14]([CH3:16])[CH3:15])[C:10]([CH3:13])=[N:11][CH:12]=2)=[N:7][C:2]([NH:18][CH:19]2[CH2:20][CH2:21][N:22]([C:25]([O:27][C:28]([CH3:31])([CH3:30])[CH3:29])=[O:26])[CH2:23][CH2:24]2)=[N:3][CH:4]=1. (2) Given the reactants Cl[C:2]1[N:7]=[C:6]([NH:8][C:9]2[CH:14]=[CH:13][C:12]([Cl:15])=[CH:11][CH:10]=2)[CH:5]=[C:4]([CH3:16])[N:3]=1.[NH:17]1[C:25]2[C:20](=[CH:21][CH:22]=[CH:23][CH:24]=2)[CH:19]=[N:18]1, predict the reaction product. The product is: [Cl:15][C:12]1[CH:13]=[CH:14][C:9]([NH:8][C:6]2[CH:5]=[C:4]([CH3:16])[N:3]=[C:2]([N:18]3[CH:19]=[C:20]4[C:25]([CH:24]=[CH:23][CH:22]=[CH:21]4)=[N:17]3)[N:7]=2)=[CH:10][CH:11]=1.[Cl:15][C:12]1[CH:13]=[CH:14][C:9]([NH:8][C:6]2[CH:5]=[C:4]([CH3:16])[N:3]=[C:2]([N:17]3[C:25]4[C:20](=[CH:21][CH:22]=[CH:23][CH:24]=4)[CH:19]=[N:18]3)[N:7]=2)=[CH:10][CH:11]=1. (3) The product is: [CH2:1]([N:8]1[CH2:12][C@@H:11]([O:13][CH2:20][CH2:21][CH2:22][CH2:23][CH2:24][CH2:25][CH2:26][CH2:27][CH2:28][CH2:29][CH2:30][CH2:31][CH2:32][CH2:33][CH2:34][CH3:35])[C@H:10]([O:14][CH2:35][CH2:34][CH2:33][CH2:32][CH2:31][CH2:30][CH2:29][CH2:28][CH2:27][CH2:26][CH2:25][CH2:24][CH2:23][CH2:22][CH2:21][CH3:20])[CH2:9]1)[C:2]1[CH:3]=[CH:4][CH:5]=[CH:6][CH:7]=1. Given the reactants [CH2:1]([N:8]1[CH2:12][C@@H:11]([OH:13])[C@H:10]([OH:14])[CH2:9]1)[C:2]1[CH:7]=[CH:6][CH:5]=[CH:4][CH:3]=1.CS(O[CH2:20][CH2:21][CH2:22][CH2:23][CH2:24][CH2:25][CH2:26][CH2:27][CH2:28][CH2:29][CH2:30][CH2:31][CH2:32][CH2:33][CH2:34][CH3:35])(=O)=O, predict the reaction product. (4) Given the reactants Cl.[OH:2][CH:3]1[O:11][C@@H:10]([CH2:12][OH:13])[C@H:8]([OH:9])[C@@H:6]([OH:7])[C@@H:4]1[NH2:5].C1C(=O)N([O:21][C:22]([O:24][CH2:25][C:26]2[CH:31]=[CH:30][CH:29]=[CH:28][CH:27]=2)=O)C(=O)C1.C(N(CC)CC)C, predict the reaction product. The product is: [CH2:25]([O:24][C:22]([NH:5][C@H:4]1[C@H:6]([OH:7])[C@@H:8]([OH:9])[C@H:10]([CH2:12][OH:13])[O:11][CH:3]1[OH:2])=[O:21])[C:26]1[CH:31]=[CH:30][CH:29]=[CH:28][CH:27]=1. (5) Given the reactants Cl[C:2]1[C:7]([N+:8]([O-])=O)=[CH:6][CH:5]=[C:4](Cl)[N:3]=1.NC1C[CH2:17][CH:16]([OH:19])[CH2:15]C1.CC[N:22]([CH:26]([CH3:28])[CH3:27])[CH:23](C)C.C([OH:31])C, predict the reaction product. The product is: [OH:19][CH:16]1[CH2:17][CH2:27][CH:26]([N:22]2[C:2]3=[N:3][C:4]([OH:31])=[CH:5][CH:6]=[C:7]3[N:8]=[CH:23]2)[CH2:28][CH2:15]1.